This data is from Catalyst prediction with 721,799 reactions and 888 catalyst types from USPTO. The task is: Predict which catalyst facilitates the given reaction. (1) Reactant: [F:1][C:2]1[CH:3]=[C:4]([CH:17]=[C:18]([F:31])[C:19]=1[O:20][C:21]1[CH:22]=[N:23][C:24]([C:27]([F:30])([F:29])[F:28])=[N:25][CH:26]=1)[CH2:5][CH2:6][O:7][C:8]1[NH:9][CH:10]=[C:11]([CH2:15][CH3:16])[C:12](=[O:14])[N:13]=1.[CH3:32]CN(C(C)C)C(C)C.CI. Product: [F:31][C:18]1[CH:17]=[C:4]([CH:3]=[C:2]([F:1])[C:19]=1[O:20][C:21]1[CH:26]=[N:25][C:24]([C:27]([F:29])([F:30])[F:28])=[N:23][CH:22]=1)[CH2:5][CH2:6][O:7][C:8]1[N:9]([CH3:32])[CH:10]=[C:11]([CH2:15][CH3:16])[C:12](=[O:14])[N:13]=1. The catalyst class is: 2. (2) Reactant: [CH2:1]([O:8][C:9]1[CH:14]=[CH:13][C:12]([N:15]2[C:23]3[C:18](=[CH:19][CH:20]=[CH:21][CH:22]=3)[CH:17]=[C:16]2[CH2:24][CH2:25][OH:26])=[CH:11][CH:10]=1)[C:2]1[CH:7]=[CH:6][CH:5]=[CH:4][CH:3]=1.[H-].[Na+].I[CH3:30]. Product: [CH2:1]([O:8][C:9]1[CH:10]=[CH:11][C:12]([N:15]2[C:23]3[C:18](=[CH:19][CH:20]=[CH:21][CH:22]=3)[CH:17]=[C:16]2[CH2:24][CH2:25][O:26][CH3:30])=[CH:13][CH:14]=1)[C:2]1[CH:3]=[CH:4][CH:5]=[CH:6][CH:7]=1. The catalyst class is: 7.